Dataset: Peptide-MHC class II binding affinity with 134,281 pairs from IEDB. Task: Regression. Given a peptide amino acid sequence and an MHC pseudo amino acid sequence, predict their binding affinity value. This is MHC class II binding data. (1) The peptide sequence is GGESFGIVVAWKVRL. The MHC is HLA-DQA10201-DQB10202 with pseudo-sequence HLA-DQA10201-DQB10202. The binding affinity (normalized) is 0.364. (2) The peptide sequence is AAIAAAAAAKRAA. The MHC is H-2-IEk with pseudo-sequence H-2-IEk. The binding affinity (normalized) is 0.519. (3) The peptide sequence is DNEAYEMPSEEGYQD. The MHC is HLA-DPA10103-DPB10401 with pseudo-sequence HLA-DPA10103-DPB10401. The binding affinity (normalized) is 0.0355. (4) The peptide sequence is EKKYFAATQVEPLAA. The MHC is HLA-DPA10103-DPB10401 with pseudo-sequence HLA-DPA10103-DPB10401. The binding affinity (normalized) is 0.645. (5) The peptide sequence is KPCPKPHRLNHMGIC. The MHC is DRB1_0101 with pseudo-sequence DRB1_0101. The binding affinity (normalized) is 0.484. (6) The peptide sequence is TKVYSTDIFFILEITDNPY. The MHC is DRB1_0301 with pseudo-sequence DRB1_0301. The binding affinity (normalized) is 0.0880. (7) The peptide sequence is PAVKYIEPDMIVNAT. The MHC is HLA-DPA10103-DPB10401 with pseudo-sequence HLA-DPA10103-DPB10401. The binding affinity (normalized) is 0.122. (8) The peptide sequence is PEKFNARMATMLEYV. The MHC is H-2-IAb with pseudo-sequence H-2-IAb. The binding affinity (normalized) is 0.417. (9) The peptide sequence is FNLIDTKCYKLEH. The MHC is DRB1_1501 with pseudo-sequence DRB1_1501. The binding affinity (normalized) is 0.111. (10) The peptide sequence is QKYCPNKICTSKGDS. The MHC is DRB1_0701 with pseudo-sequence DRB1_0701. The binding affinity (normalized) is 0.0939.